This data is from Catalyst prediction with 721,799 reactions and 888 catalyst types from USPTO. The task is: Predict which catalyst facilitates the given reaction. (1) Reactant: [Cl:1][C:2]1[CH:3]=[C:4]([C:12]2[S:16][N:15]=[C:14]([C:17]3[CH:22]=[CH:21][CH:20]=[C:19](/[CH:23]=[CH:24]/[O:25]C)[C:18]=3[O:27][CH3:28])[N:13]=2)[CH:5]=[CH:6][C:7]=1[O:8][CH:9]([CH3:11])[CH3:10].[I-].[Na+].C[Si](Cl)(C)C. Product: [Cl:1][C:2]1[CH:3]=[C:4]([C:12]2[S:16][N:15]=[C:14]([C:17]3[C:18]([O:27][CH3:28])=[C:19]([CH2:23][CH:24]=[O:25])[CH:20]=[CH:21][CH:22]=3)[N:13]=2)[CH:5]=[CH:6][C:7]=1[O:8][CH:9]([CH3:10])[CH3:11]. The catalyst class is: 10. (2) Reactant: O.[OH-].[Li+].C([O:6][C:7]([C:9]1[CH:14]=[CH:13][C:12]([B:15]([OH:17])[OH:16])=[C:11]([O:18][CH3:19])[CH:10]=1)=[O:8])C.O.Cl. Product: [C:7]([C:9]1[CH:14]=[CH:13][C:12]([B:15]([OH:17])[OH:16])=[C:11]([O:18][CH3:19])[CH:10]=1)([OH:8])=[O:6]. The catalyst class is: 12. (3) The catalyst class is: 3. Reactant: [F:1][C:2]1[CH:3]=[C:4]([C@@H:9]2[CH2:13][NH:12][CH2:11][C@H:10]2[NH:14][C:15](=[O:21])[O:16][C:17]([CH3:20])([CH3:19])[CH3:18])[CH:5]=[CH:6][C:7]=1[F:8].[F:22][C:23]([F:28])([F:27])[C@H:24]1[CH2:26][O:25]1.CCN(C(C)C)C(C)C. Product: [F:1][C:2]1[CH:3]=[C:4]([C@@H:9]2[CH2:13][N:12]([CH2:26][C@@H:24]([OH:25])[C:23]([F:28])([F:27])[F:22])[CH2:11][C@H:10]2[NH:14][C:15](=[O:21])[O:16][C:17]([CH3:18])([CH3:20])[CH3:19])[CH:5]=[CH:6][C:7]=1[F:8]. (4) Reactant: CO[C:3](=[O:14])[CH:4](Br)[C:5]1[CH:10]=[CH:9][C:8]([Cl:11])=[C:7]([Cl:12])[CH:6]=1.[CH:15]([SH:18])([CH3:17])[CH3:16].[NH2:19][C:20]1[S:21][CH:22]=[CH:23][N:24]=1. Product: [CH:15]([S:18][CH:4]([C:5]1[CH:10]=[CH:9][C:8]([Cl:11])=[C:7]([Cl:12])[CH:6]=1)[C:3]([NH:19][C:20]1[S:21][CH:22]=[CH:23][N:24]=1)=[O:14])([CH3:17])[CH3:16]. The catalyst class is: 1.